Predict hERG channel inhibition at various concentrations. From a dataset of hERG Central: cardiac toxicity at 1µM, 10µM, and general inhibition. The drug is O=C(Nc1cccc(Cl)c1)/C(=C\c1cccnc1)NC(=O)c1ccco1. Results: hERG_inhib (hERG inhibition (general)): blocker.